From a dataset of Forward reaction prediction with 1.9M reactions from USPTO patents (1976-2016). Predict the product of the given reaction. (1) Given the reactants [CH2:1]([O:8][C:9]1[CH:10]=[C:11]([NH2:15])[CH:12]=[CH:13][CH:14]=1)[C:2]1[CH:7]=[CH:6][CH:5]=[CH:4][CH:3]=1.C(OC([NH:23][CH2:24][CH2:25][CH2:26][CH2:27][C@H:28]([NH:32][C:33]([O:35][CH2:36][CH:37]1[C:49]2[CH:48]=[CH:47][CH:46]=[CH:45][C:44]=2[C:43]2[C:38]1=[CH:39][CH:40]=[CH:41][CH:42]=2)=[O:34])[C:29](O)=[O:30])=O)(C)(C)C, predict the reaction product. The product is: [CH:39]1[C:38]2[CH:37]([CH2:36][O:35][C:33](=[O:34])[NH:32][C@H:28]([C:29](=[O:30])[NH:15][C:11]3[CH:12]=[CH:13][CH:14]=[C:9]([O:8][CH2:1][C:2]4[CH:3]=[CH:4][CH:5]=[CH:6][CH:7]=4)[CH:10]=3)[CH2:27][CH2:26][CH2:25][CH2:24][NH2:23])[C:49]3[C:44](=[CH:45][CH:46]=[CH:47][CH:48]=3)[C:43]=2[CH:42]=[CH:41][CH:40]=1. (2) Given the reactants [N:1]1[CH:6]=[CH:5][C:4]([C:7]2[CH:15]=[C:14]3[C:10]([C:11](C=O)=[N:12][N:13]3[CH2:16][O:17][CH2:18][CH2:19][Si:20]([CH3:23])([CH3:22])[CH3:21])=[CH:9][CH:8]=2)=[CH:3][CH:2]=1.C1(N)[C:27]([NH2:32])=[CH:28][CH:29]=[CH:30][CH:31]=1.[S].[CH3:35][N:36]([CH:38]=[O:39])[CH3:37], predict the reaction product. The product is: [N:1]1[CH:2]=[CH:3][C:4]([C:7]2[CH:15]=[C:14]3[C:10]([C:11]([C:37]4[N:36]([CH2:38][O:39][CH2:18][CH2:19][Si:20]([CH3:23])([CH3:22])[CH3:21])[C:35]5[CH:31]=[CH:30][CH:29]=[CH:28][C:27]=5[N:32]=4)=[N:12][N:13]3[CH2:16][O:17][CH2:18][CH2:19][Si:20]([CH3:23])([CH3:21])[CH3:22])=[CH:9][CH:8]=2)=[CH:5][CH:6]=1.